This data is from Full USPTO retrosynthesis dataset with 1.9M reactions from patents (1976-2016). The task is: Predict the reactants needed to synthesize the given product. (1) Given the product [CH:54]1([N:35]([C:36]2[CH:37]=[CH:38][C:39]3[O:44][C:43]([CH3:46])([CH3:45])[C:42](=[O:47])[N:41]([CH2:48][CH2:49][CH2:50][O:51][CH3:52])[C:40]=3[CH:53]=2)[C:34]([C@@H:20]2[CH2:21][C@H:22]([NH:24][C:25](=[O:33])[CH2:26][C:27]3[CH:28]=[CH:29][CH:30]=[CH:31][CH:32]=3)[CH2:23][NH:18][CH2:19]2)=[O:57])[CH2:56][CH2:55]1, predict the reactants needed to synthesize it. The reactants are: C1C2C(COC([N:18]3[CH2:23][C@@H:22]([NH:24][C:25](=[O:33])[CH2:26][C:27]4[CH:32]=[CH:31][CH:30]=[CH:29][CH:28]=4)[CH2:21][C@@H:20]([C:34](=[O:57])[N:35]([CH:54]4[CH2:56][CH2:55]4)[C:36]4[CH:37]=[CH:38][C:39]5[O:44][C:43]([CH3:46])([CH3:45])[C:42](=[O:47])[N:41]([CH2:48][CH2:49][CH2:50][O:51][CH3:52])[C:40]=5[CH:53]=4)[CH2:19]3)=O)C3C(=CC=CC=3)C=2C=CC=1.Cl.CCOC(C)=O.C1(CC(Cl)=O)C=CC=CC=1.C(N(C(C)C)CC)(C)C.C1CCN2C(=NCCC2)CC1. (2) Given the product [CH:23]([C:26]1[CH:27]=[CH:28][C:29]([S:32]([NH:35][C:2]2[C:7]([C:8]3[CH:13]=[CH:12][C:11]([CH3:14])=[CH:10][CH:9]=3)=[C:6]([Cl:15])[N:5]=[C:4]([C:16]3[CH:21]=[CH:20][N:19]=[CH:18][CH:17]=3)[N:3]=2)(=[O:34])=[O:33])=[N:30][CH:31]=1)([CH3:25])[CH3:24], predict the reactants needed to synthesize it. The reactants are: Cl[C:2]1[C:7]([C:8]2[CH:13]=[CH:12][C:11]([CH3:14])=[CH:10][CH:9]=2)=[C:6]([Cl:15])[N:5]=[C:4]([C:16]2[CH:21]=[CH:20][N:19]=[CH:18][CH:17]=2)[N:3]=1.[K+].[CH:23]([C:26]1[CH:27]=[CH:28][C:29]([S:32]([NH-:35])(=[O:34])=[O:33])=[N:30][CH:31]=1)([CH3:25])[CH3:24]. (3) Given the product [Cl:1][C:2]1[CH:7]=[CH:6][C:5]([O:8][C:23]2[CH:28]=[CH:27][C:26]([S:29]([CH3:32])(=[O:31])=[O:30])=[CH:25][CH:24]=2)=[CH:4][C:3]=1[N:9]1[C:13]2[CH:14]=[CH:15][CH:16]=[C:17]([C:18]([F:21])([F:19])[F:20])[C:12]=2[N:11]=[CH:10]1, predict the reactants needed to synthesize it. The reactants are: [Cl:1][C:2]1[CH:7]=[CH:6][C:5]([OH:8])=[CH:4][C:3]=1[N:9]1[C:13]2[CH:14]=[CH:15][CH:16]=[C:17]([C:18]([F:21])([F:20])[F:19])[C:12]=2[N:11]=[CH:10]1.F[C:23]1[CH:28]=[CH:27][C:26]([S:29]([CH3:32])(=[O:31])=[O:30])=[CH:25][CH:24]=1. (4) Given the product [CH2:1]([O:8][C:9](=[O:25])[N:10]([CH2:12][C:13](=[O:24])[N:14]([C:16]1[CH:21]=[CH:20][C:19]([CH2:22][O:23][CH3:28])=[CH:18][CH:17]=1)[CH3:15])[CH3:11])[C:2]1[CH:7]=[CH:6][CH:5]=[CH:4][CH:3]=1, predict the reactants needed to synthesize it. The reactants are: [CH2:1]([O:8][C:9](=[O:25])[N:10]([CH2:12][C:13](=[O:24])[N:14]([C:16]1[CH:21]=[CH:20][C:19]([CH2:22][OH:23])=[CH:18][CH:17]=1)[CH3:15])[CH3:11])[C:2]1[CH:7]=[CH:6][CH:5]=[CH:4][CH:3]=1.[H-].[Na+].[CH3:28]I. (5) Given the product [F:39][C:33]1[CH:34]=[C:35]([F:38])[CH:36]=[CH:37][C:32]=1[CH2:31][N:9]1[C:5]2=[N:6][C:7]([CH3:8])=[C:2]([F:1])[CH:3]=[C:4]2[C:11]([C:12]2[N:13]=[N:14][C:15]3[C:20]([CH3:21])([CH3:22])[C:19](=[O:23])[NH:18][C:16]=3[N:17]=2)=[N:10]1, predict the reactants needed to synthesize it. The reactants are: [F:1][C:2]1[CH:3]=[C:4]2[C:11]([C:12]3[N:13]=[N:14][C:15]4[C:20]([CH3:22])([CH3:21])[C:19](=[O:23])[NH:18][C:16]=4[N:17]=3)=[N:10][NH:9][C:5]2=[N:6][C:7]=1[CH3:8].C(=O)([O-])[O-].[Cs+].[Cs+].Br[CH2:31][C:32]1[CH:37]=[CH:36][C:35]([F:38])=[CH:34][C:33]=1[F:39]. (6) The reactants are: [F:1][C:2]1[CH:3]=[C:4]([C:8](=O)[CH2:9][CH2:10][CH2:11][CH2:12][N:13]2[CH2:18][CH2:17][CH:16]([C:19]3[CH:20]=[C:21]([NH:25][C:26](=[O:30])[CH:27]([CH3:29])[CH3:28])[CH:22]=[CH:23][CH:24]=3)[CH2:15][CH2:14]2)[CH:5]=[CH:6][CH:7]=1.Cl.[C:33]1([N:39]([C:41]2[CH:46]=[CH:45][CH:44]=[CH:43][CH:42]=2)N)[CH:38]=[CH:37][CH:36]=[CH:35][CH:34]=1. Given the product [F:1][C:2]1[CH:3]=[C:4]([C:8]2[N:39]([C:41]3[CH:46]=[CH:45][CH:44]=[CH:43][CH:42]=3)[C:33]3[C:34]([C:9]=2[CH2:10][CH2:11][CH2:12][N:13]2[CH2:18][CH2:17][CH:16]([C:19]4[CH:20]=[C:21]([NH:25][C:26](=[O:30])[CH:27]([CH3:29])[CH3:28])[CH:22]=[CH:23][CH:24]=4)[CH2:15][CH2:14]2)=[CH:35][CH:36]=[CH:37][CH:38]=3)[CH:5]=[CH:6][CH:7]=1, predict the reactants needed to synthesize it.